The task is: Predict the reaction yield, written as a fraction of the theoretical maximum amount of product (1.0 means a 100% yield; for example, 0.34 means a 34% yield).. This data is from Reaction yield outcomes from USPTO patents with 853,638 reactions. (1) The catalyst is CN(C=O)C. The yield is 0.580. The product is [Cl:1][C:2]1[CH:7]=[CH:6][C:5]([C:8]2[C:32]3[CH2:31][CH2:30][C:29]4[C:34](=[CH:35][N:27]([C:21]5[CH:22]=[CH:23][CH:24]=[CH:25][CH:26]=5)[N:28]=4)[C:12]=3[C:11]([C:15]([O:17][CH3:18])=[O:16])=[C:10]([S:19][CH3:20])[CH:9]=2)=[CH:4][CH:3]=1. The reactants are [Cl:1][C:2]1[CH:7]=[CH:6][C:5]([C:8]2O[C:12](=O)[C:11]([C:15]([O:17][CH3:18])=[O:16])=[C:10]([S:19][CH3:20])[CH:9]=2)=[CH:4][CH:3]=1.[C:21]1([N:27]2[CH:35]=[C:34]3[C:29]([CH2:30][CH2:31][CH2:32]C3=O)=[N:28]2)[CH:26]=[CH:25][CH:24]=[CH:23][CH:22]=1.[OH-].[K+].Cl. (2) The reactants are CCN([CH:7]([CH3:9])C)C(C)C.CN(C(O[N:18]1N=N[C:20]2[CH:21]=[CH:22][CH:23]=[N:24][C:19]1=2)=[N+](C)C)C.[F:27][P-](F)(F)(F)(F)F.[NH2:34][C@@H:35]1[CH2:40][CH2:39][C@H:38]([N:41]2[C:46](=[O:47])[C:45]3[CH:48]=[C:49]([F:52])[CH:50]=[N:51][C:44]=3[N:43]([C:53]3[CH:54]=[C:55]([C:59]4[CH:64]=[CH:63][CH:62]=[CH:61][CH:60]=4)[CH:56]=[CH:57][CH:58]=3)[C:42]2=[O:65])[CH2:37][CH2:36]1.O.CN([CH:70]=[O:71])C. No catalyst specified. The product is [C:55]1([C:59]2[CH:64]=[CH:63][CH:62]=[CH:61][CH:60]=2)[CH:56]=[CH:57][CH:58]=[C:53]([N:43]2[C:44]3[N:51]=[CH:50][C:49]([F:52])=[CH:48][C:45]=3[C:46](=[O:47])[N:41]([C@@H:38]3[CH2:39][CH2:40][C@H:35]([NH:34][C:70]([C:7]4[N:18]=[C:19]5[CH:20]=[CH:21][C:22]([F:27])=[CH:23][N:24]5[CH:9]=4)=[O:71])[CH2:36][CH2:37]3)[C:42]2=[O:65])[CH:54]=1. The yield is 0.460. (3) The reactants are [CH3:1][O:2][C:3]1[CH:4]=[C:5]2[C:10](=[CH:11][CH:12]=1)[CH:9]([CH2:13][C:14]1[CH:19]=[CH:18][C:17]([O:20][CH2:21][C:22]3[CH:27]=[CH:26][CH:25]=[CH:24][CH:23]=3)=[CH:16][CH:15]=1)[NH:8][CH2:7][CH2:6]2.[F:28][C:29]1[CH:37]=[CH:36][C:32]([C:33](Cl)=[O:34])=[CH:31][CH:30]=1. No catalyst specified. The product is [F:28][C:29]1[CH:37]=[CH:36][C:32]([C:33]([N:8]2[CH2:7][CH2:6][C:5]3[C:10](=[CH:11][CH:12]=[C:3]([O:2][CH3:1])[CH:4]=3)[CH:9]2[CH2:13][C:14]2[CH:19]=[CH:18][C:17]([O:20][CH2:21][C:22]3[CH:27]=[CH:26][CH:25]=[CH:24][CH:23]=3)=[CH:16][CH:15]=2)=[O:34])=[CH:31][CH:30]=1. The yield is 0.820. (4) The reactants are [CH2:1]([C@H:4]([C@@H:6]1[CH2:11][CH2:10][O:9][C@H:8]([O:12][C@@H:13]([C:15]2[CH:20]=[C:19]([C:21]([F:24])([F:23])[F:22])[CH:18]=[C:17]([C:25]([F:28])([F:27])[F:26])[CH:16]=2)[CH3:14])[C@H:7]1[C:29]1[CH:34]=[CH:33][CH:32]=[CH:31][CH:30]=1)[OH:5])[CH:2]=C.[BH4-].[Na+].[Cl-].[NH4+].ClCCl.C[OH:43]. No catalyst specified. The product is [F:22][C:21]([F:24])([F:23])[C:19]1[CH:20]=[C:15]([C@H:13]([O:12][C@@H:8]2[C@@H:7]([C:29]3[CH:30]=[CH:31][CH:32]=[CH:33][CH:34]=3)[C@H:6]([C@H:4]([OH:5])[CH2:1][CH2:2][OH:43])[CH2:11][CH2:10][O:9]2)[CH3:14])[CH:16]=[C:17]([C:25]([F:28])([F:27])[F:26])[CH:18]=1. The yield is 0.500. (5) The reactants are C([O:3][C:4](=[O:27])[CH2:5][N:6]([C:21]([O:23][CH2:24][CH:25]=[CH2:26])=[O:22])[CH:7]([C:14]1[CH:19]=[CH:18][C:17]([Cl:20])=[CH:16][CH:15]=1)[C:8]1[CH:13]=[CH:12][CH:11]=[CH:10][CH:9]=1)C.O.CO.O.[OH-].[Li+]. The catalyst is C1COCC1. The product is [CH2:24]([O:23][C:21]([N:6]([CH2:5][C:4]([OH:27])=[O:3])[CH:7]([C:14]1[CH:19]=[CH:18][C:17]([Cl:20])=[CH:16][CH:15]=1)[C:8]1[CH:13]=[CH:12][CH:11]=[CH:10][CH:9]=1)=[O:22])[CH:25]=[CH2:26]. The yield is 0.660.